This data is from Catalyst prediction with 721,799 reactions and 888 catalyst types from USPTO. The task is: Predict which catalyst facilitates the given reaction. (1) Reactant: [CH3:1][C:2]1[CH:3]=[C:4]([S:8](Cl)(=[O:10])=[O:9])[CH:5]=[CH:6][CH:7]=1.[NH2:12][C:13]1[CH:14]=[C:15]([CH:25]=[CH:26][C:27]=1[O:28][CH3:29])[C:16]([NH:18][C:19]1[CH:24]=[CH:23][CH:22]=[CH:21][CH:20]=1)=[O:17]. Product: [C:2]1([CH3:1])[CH:7]=[CH:6][CH:5]=[C:4]([S:8]([NH:12][C:13]2[CH:14]=[C:15]([CH:25]=[CH:26][C:27]=2[O:28][CH3:29])[C:16]([NH:18][C:19]2[CH:24]=[CH:23][CH:22]=[CH:21][CH:20]=2)=[O:17])(=[O:10])=[O:9])[CH:3]=1. The catalyst class is: 17. (2) Reactant: [N+:1]([N:3]=P(C1C=CC=CC=1)(C1C=CC=CC=1)C1C=CC=CC=1)#[C-:2].[Cl:23][C:24]1[CH:25]=[C:26]([CH:29]=[CH:30][C:31]=1[Cl:32])[CH:27]=[O:28].[O:33]=[C:34]1[CH2:43][CH2:42][C:41]2[C:36](=[CH:37][CH:38]=[C:39]([O:44][CH2:45][C:46]([OH:48])=O)[CH:40]=2)[NH:35]1. Product: [Cl:23][C:24]1[CH:25]=[C:26]([CH:27]([OH:28])[C:2]2[O:48][C:46]([CH2:45][O:44][C:39]3[CH:40]=[C:41]4[C:36](=[CH:37][CH:38]=3)[NH:35][C:34](=[O:33])[CH2:43][CH2:42]4)=[N:3][N:1]=2)[CH:29]=[CH:30][C:31]=1[Cl:32]. The catalyst class is: 4. (3) Reactant: [CH3:1][O:2][C:3]1[CH:4]=[C:5]2[C:10](=[CH:11][C:12]=1[O:13][CH3:14])[N:9]=[CH:8][CH:7]=[C:6]2[O:15][C:16]1[C:22]([CH3:23])=[CH:21][C:19]([NH2:20])=[C:18]([CH3:24])[CH:17]=1.ClC(Cl)(O[C:29](=[O:35])[O:30][C:31](Cl)(Cl)Cl)Cl.[CH3:37][O:38][C:39]1[CH:40]=[C:41](CO)[CH:42]=[CH:43][CH:44]=1.C(=O)(O)[O-].[Na+]. Product: [CH3:1][O:2][C:3]1[CH:4]=[C:5]2[C:10](=[CH:11][C:12]=1[O:13][CH3:14])[N:9]=[CH:8][CH:7]=[C:6]2[O:15][C:16]1[C:22]([CH3:23])=[CH:21][C:19]([NH:20][C:29](=[O:35])[O:30][CH2:31][C:43]2[CH:42]=[CH:41][CH:40]=[C:39]([O:38][CH3:37])[CH:44]=2)=[C:18]([CH3:24])[CH:17]=1. The catalyst class is: 208. (4) Reactant: [Cl:1][C:2]1[CH:3]=[C:4]([CH:6]=[CH:7][C:8]=1[O:9][C:10]1[C:19]2[C:14](=[CH:15][C:16]([O:22][CH3:23])=[C:17]([O:20][CH3:21])[CH:18]=2)[N:13]=[CH:12][N:11]=1)[NH2:5].C(N(CC)CC)C.ClC(Cl)(O[C:35](=[O:41])OC(Cl)(Cl)Cl)Cl.[NH2:43][C:44]1[S:45][CH:46]=[CH:47][N:48]=1. Product: [Cl:1][C:2]1[CH:3]=[C:4]([NH:5][C:35]([NH:43][C:44]2[S:45][CH:46]=[CH:47][N:48]=2)=[O:41])[CH:6]=[CH:7][C:8]=1[O:9][C:10]1[C:19]2[C:14](=[CH:15][C:16]([O:22][CH3:23])=[C:17]([O:20][CH3:21])[CH:18]=2)[N:13]=[CH:12][N:11]=1. The catalyst class is: 146. (5) Reactant: [Cl:1][C:2]1[CH:3]=[CH:4][C:5]2[N:6]([CH:8]=[CH:9][N:10]=2)[N:7]=1.[Cl:11]N1C(=O)CCC1=O. Product: [Cl:11][C:8]1[N:6]2[N:7]=[C:2]([Cl:1])[CH:3]=[CH:4][C:5]2=[N:10][CH:9]=1. The catalyst class is: 22. (6) Reactant: [CH2:1]([C:3]([CH2:24][CH3:25])([C:14](OCC1C=CC=CC=1)=[O:15])[C:4]([O:6][CH2:7][C:8]1[CH:13]=[CH:12][CH:11]=[CH:10][CH:9]=1)=[O:5])[CH3:2].CC(C[AlH]CC(C)C)C. Product: [CH2:24]([C:3]([CH:14]=[O:15])([CH2:1][CH3:2])[C:4]([O:6][CH2:7][C:8]1[CH:13]=[CH:12][CH:11]=[CH:10][CH:9]=1)=[O:5])[CH3:25]. The catalyst class is: 2. (7) Reactant: [NH2:1][CH2:2][CH2:3][CH2:4][OH:5].[CH2:6](N)[C:7]1[CH:12]=[CH:11][CH:10]=[CH:9][CH:8]=1. Product: [CH2:6]([NH:1][CH2:2][CH2:3][CH2:4][OH:5])[C:7]1[CH:12]=[CH:11][CH:10]=[CH:9][CH:8]=1. The catalyst class is: 54. (8) Reactant: [CH:1]([O:4][CH:5]1[CH2:10][CH2:9][C@H:8]([NH:11][C:12](=[O:29])[C@@H:13]([NH:18][C:19](=[O:28])[O:20][CH2:21][C:22]2[CH:27]=[CH:26][CH:25]=[CH:24][CH:23]=2)[CH2:14][CH2:15]SC)[C@H:7]([CH2:30][S:31]([CH:34]([CH3:36])[CH3:35])(=[O:33])=[O:32])[CH2:6]1)([CH3:3])[CH3:2].C([O-])([O-])=O.[Cs+].[Cs+]. Product: [CH:1]([O:4][C@@H:5]1[CH2:10][CH2:9][C@H:8]([N:11]2[CH2:15][CH2:14][C@H:13]([NH:18][C:19](=[O:28])[O:20][CH2:21][C:22]3[CH:23]=[CH:24][CH:25]=[CH:26][CH:27]=3)[C:12]2=[O:29])[C@H:7]([CH2:30][S:31]([CH:34]([CH3:35])[CH3:36])(=[O:32])=[O:33])[CH2:6]1)([CH3:3])[CH3:2]. The catalyst class is: 16. (9) Reactant: Cl[C:2]1[N:7]=[C:6]([Cl:8])[CH:5]=[CH:4][N:3]=1.[F:9][C:10]([F:21])([F:20])[O:11][C:12]1[CH:19]=[CH:18][CH:17]=[CH:16][C:13]=1[CH2:14][NH2:15].CCN(C(C)C)C(C)C. Product: [Cl:8][C:6]1[C:5]([C:10]([F:21])([F:20])[F:9])=[CH:4][N:3]=[C:2]([NH:15][CH2:14][C:13]2[CH:16]=[CH:17][CH:18]=[CH:19][C:12]=2[O:11][C:10]([F:20])([F:21])[F:9])[N:7]=1. The catalyst class is: 31.